Dataset: Reaction yield outcomes from USPTO patents with 853,638 reactions. Task: Predict the reaction yield, written as a fraction of the theoretical maximum amount of product (1.0 means a 100% yield; for example, 0.34 means a 34% yield). (1) The reactants are [Br:1][C:2]1[C:11]([O:12][CH2:13][C:14]#[N:15])=[CH:10][CH:9]=[C:8]2[C:3]=1[CH:4]=[CH:5][C:6]([CH2:16][N:17]([CH3:31])[C:18]([C:20]1[C:24]3[CH:25]=[CH:26][CH:27]=[CH:28][C:23]=3[O:22][C:21]=1[CH2:29][CH3:30])=[O:19])=[CH:7]2.[N-:32]=[N+:33]=[N-:34].[Na+].[Cl-].[NH4+].[OH-].[Na+]. The catalyst is CN(C=O)C.O. The product is [Br:1][C:2]1[C:11]([O:12][CH2:13][C:14]2[NH:34][N:33]=[N:32][N:15]=2)=[CH:10][CH:9]=[C:8]2[C:3]=1[CH:4]=[CH:5][C:6]([CH2:16][N:17]([CH3:31])[C:18]([C:20]1[C:24]3[CH:25]=[CH:26][CH:27]=[CH:28][C:23]=3[O:22][C:21]=1[CH2:29][CH3:30])=[O:19])=[CH:7]2. The yield is 0.560. (2) The reactants are Cl.Cl.N[CH2:4][CH2:5][CH2:6][CH2:7][C:8]1[CH:23]=[CH:22][C:11]([O:12][CH2:13][C:14]([NH:16][C:17]2[NH:18][CH:19]=[CH:20][N:21]=2)=[O:15])=[CH:10][CH:9]=1.C([N:27](C(C)C)CC)(C)C.I.[NH2:34][C:35]1[C:36]([C:43]([NH:45][C:46](=[NH:49])SC)=[O:44])=[N:37][C:38]([Cl:42])=[C:39]([NH2:41])[N:40]=1. The catalyst is C(O)C.CO. The product is [NH2:34][C:35]1[C:36]([C:43]([N:45]([CH2:4][CH2:5][CH2:6][CH2:7][C:8]2[CH:23]=[CH:22][C:11]([O:12][CH2:13][C:14]([NH:16][C:17]3[NH:21][CH:20]=[CH:19][N:18]=3)=[O:15])=[CH:10][CH:9]=2)[C:46]([NH2:49])=[NH:27])=[O:44])=[N:37][C:38]([Cl:42])=[C:39]([NH2:41])[N:40]=1. The yield is 0.290. (3) The reactants are [F:1][C:2]1[CH:17]=[CH:16][C:5]2[N:6]([CH2:11][C@H:12]([CH3:15])[CH2:13]I)[C:7](=[O:10])[CH2:8][O:9][C:4]=2[CH:3]=1.[CH2:18]([O:21][CH:22]1[CH2:27][CH2:26][NH:25][CH2:24][CH2:23]1)[CH2:19][CH3:20]. The catalyst is CCCCCCC.CCOC(C)=O. The product is [F:1][C:2]1[CH:17]=[CH:16][C:5]2[N:6]([CH2:11][C@H:12]([CH3:15])[CH2:13][N:25]3[CH2:26][CH2:27][CH:22]([O:21][CH2:18][CH2:19][CH3:20])[CH2:23][CH2:24]3)[C:7](=[O:10])[CH2:8][O:9][C:4]=2[CH:3]=1. The yield is 0.710. (4) The reactants are Cl.[F:2][C:3]1[CH:4]=[C:5]([CH:25]=[CH:26][C:27]=1[OH:28])[NH:6][C:7]1[C:16]2[C:11](=[CH:12][CH:13]=[CH:14][C:15]=2[O:17][CH:18]2[CH2:23][CH2:22][N:21]([CH3:24])[CH2:20][CH2:19]2)[N:10]=[CH:9][N:8]=1.Cl.[N:30]1[CH:35]=[CH:34][CH:33]=[CH:32][C:31]=1[CH2:36]Cl. No catalyst specified. The product is [F:2][C:3]1[CH:4]=[C:5]([CH:25]=[CH:26][C:27]=1[O:28][CH2:36][C:31]1[CH:32]=[CH:33][CH:34]=[CH:35][N:30]=1)[NH:6][C:7]1[C:16]2[C:11](=[CH:12][CH:13]=[CH:14][C:15]=2[O:17][CH:18]2[CH2:23][CH2:22][N:21]([CH3:24])[CH2:20][CH2:19]2)[N:10]=[CH:9][N:8]=1. The yield is 0.110. (5) The reactants are [O:1]([C@H:9]1[CH2:14][CH2:13][C@H:12]2[C@H:15]3[C@H:24]([CH2:25][CH2:26][C@:10]12[CH3:11])[C:23]1[CH:22]=[CH:21][C:20]([O:27][CH3:28])=[CH:19][C:18]=1[C:17](=[O:29])[CH2:16]3)[Si:2]([C:5]([CH3:8])([CH3:7])[CH3:6])([CH3:4])[CH3:3].C[Si](C)(C)[N-][Si](C)(C)C.[K+].[CH2:40](I)[CH:41]=[CH2:42].O. The catalyst is COCCOC. The product is [O:1]([C@H:9]1[CH2:14][CH2:13][C@H:12]2[C@H:15]3[C@H:24]([CH2:25][CH2:26][C@:10]12[CH3:11])[C:23]1[CH:22]=[CH:21][C:20]([O:27][CH3:28])=[CH:19][C:18]=1[C:17](=[O:29])[C@H:16]3[CH2:42][CH:41]=[CH2:40])[Si:2]([C:5]([CH3:8])([CH3:7])[CH3:6])([CH3:4])[CH3:3]. The yield is 0.880. (6) The reactants are [CH3:1][O:2][C:3](=[O:31])[CH2:4][CH2:5][CH2:6][C:7]1([C:25]2[CH:30]=[CH:29][CH:28]=[CH:27][CH:26]=2)[N:11]([C:12](=[O:17])[C:13]([CH3:16])([CH3:15])[CH3:14])[N:10]=[C:9]([NH:18]C(=O)C(C)(C)C)[S:8]1.[BH4-].[Na+]. No catalyst specified. The product is [CH3:1][O:2][C:3](=[O:31])[CH2:4][CH2:5][CH2:6][C:7]1([C:25]2[CH:26]=[CH:27][CH:28]=[CH:29][CH:30]=2)[N:11]([C:12](=[O:17])[C:13]([CH3:16])([CH3:15])[CH3:14])[N:10]=[C:9]([NH2:18])[S:8]1. The yield is 0.170. (7) The reactants are [C:1]([NH:4][C:5]1[C:6]([NH2:21])=[C:7]([C:12]([CH2:15][CH2:16][C:17]([O:19][CH3:20])=[O:18])=[CH:13][CH:14]=1)[C:8]([O:10][CH3:11])=[O:9])(=O)[CH3:2]. The catalyst is C(O)(=O)C. The product is [CH3:20][O:19][C:17](=[O:18])[CH2:16][CH2:15][C:12]1[CH:13]=[CH:14][C:5]2[N:4]=[C:1]([CH3:2])[NH:21][C:6]=2[C:7]=1[C:8]([O:10][CH3:11])=[O:9]. The yield is 0.950. (8) The catalyst is C(Cl)Cl. The reactants are [CH:1]1([NH2:6])[CH2:5][CH2:4][CH2:3][CH2:2]1.ClC([O:11][C:12](=O)[O:13][C@H:14]1[CH2:19][CH2:18][CH2:17][N:16]([C:20](=[O:28])[C:21]2[CH:26]=[CH:25][C:24]([F:27])=[CH:23][CH:22]=2)[CH2:15]1)(Cl)Cl. The product is [F:27][C:24]1[CH:23]=[CH:22][C:21]([C:20]([N:16]2[CH2:17][CH2:18][CH2:19][C@H:14]([O:13][C:12](=[O:11])[NH:6][CH:1]3[CH2:5][CH2:4][CH2:3][CH2:2]3)[CH2:15]2)=[O:28])=[CH:26][CH:25]=1. The yield is 0.500. (9) The reactants are C(N(CC)CC)C.Cl.[Br:9][C:10]1[CH:15]=[CH:14][C:13]([CH:16]2[CH2:20][CH2:19][NH:18][CH2:17]2)=[CH:12][CH:11]=1.[CH3:21][S:22](Cl)(=[O:24])=[O:23]. The catalyst is C1COCC1.O. The product is [Br:9][C:10]1[CH:11]=[CH:12][C:13]([CH:16]2[CH2:20][CH2:19][N:18]([S:22]([CH3:21])(=[O:24])=[O:23])[CH2:17]2)=[CH:14][CH:15]=1. The yield is 1.00.